Dataset: Full USPTO retrosynthesis dataset with 1.9M reactions from patents (1976-2016). Task: Predict the reactants needed to synthesize the given product. Given the product [CH3:1][CH2:2][CH2:3][CH2:4][CH2:5][N:6]([CH2:8][CH2:9][C:10]([P:16]([O-:19])([OH:18])=[O:17])([P:12]([OH:15])([OH:14])=[O:13])[OH:11])[CH3:7].[Na+:21], predict the reactants needed to synthesize it. The reactants are: [CH3:1][CH2:2][CH2:3][CH2:4][CH2:5][N:6]([CH2:8][CH2:9][C:10]([P:16]([OH:19])([OH:18])=[O:17])([P:12]([OH:15])([OH:14])=[O:13])[OH:11])[CH3:7].[OH-].[Na+:21].